From a dataset of Merck oncology drug combination screen with 23,052 pairs across 39 cell lines. Regression. Given two drug SMILES strings and cell line genomic features, predict the synergy score measuring deviation from expected non-interaction effect. Drug 1: N.N.O=C(O)C1(C(=O)O)CCC1.[Pt]. Drug 2: CC(C)CC(NC(=O)C(Cc1ccccc1)NC(=O)c1cnccn1)B(O)O. Cell line: UACC62. Synergy scores: synergy=-10.8.